Dataset: Catalyst prediction with 721,799 reactions and 888 catalyst types from USPTO. Task: Predict which catalyst facilitates the given reaction. (1) Reactant: C([O:5][C:6]([N:8]1[CH2:13][CH2:12][CH:11]([N:14]2[C:18]3=[N:19][CH:20]=[N:21][C:22]([O:23][C:24]4[C:25]([CH3:30])=[N:26][CH:27]=[CH:28][CH:29]=4)=[C:17]3[CH:16]=[N:15]2)[CH2:10][CH2:9]1)=[O:7])(C)(C)C.ClC(O[CH2:35][CH2:36][CH2:37][CH3:38])=O.C(N([CH2:44][CH3:45])CC)C.O.F[C:48](F)(F)C(O)=O. Product: [CH2:38]([O:5][C:6]([N:8]1[CH2:13][CH2:12][CH:11]([N:14]2[C:18]3=[N:19][CH:20]=[N:21][C:22]([O:23][C:24]4[C:25]([CH3:30])=[N:26][CH:27]=[CH:28][CH:29]=4)=[C:17]3[CH:16]=[N:15]2)[CH2:10][CH2:9]1)=[O:7])[C:37]1[CH:45]=[CH:44][CH:48]=[CH:35][CH:36]=1. The catalyst class is: 4. (2) Reactant: [Cl:1][C:2]1[C:3]([CH3:21])=[CH:4][C:5]([NH:8][C:9]2[O:10][C@:11]3([CH2:19][N:20]=2)[CH:16]2[CH2:17][CH2:18][N:13]([CH2:14][CH2:15]2)[CH2:12]3)=[N:6][CH:7]=1.C1C=C(Cl)C=C(C(OO)=[O:30])C=1. The catalyst class is: 1. Product: [Cl:1][C:2]1[C:3]([CH3:21])=[CH:4][C:5]([NH:8][C:9]2[O:10][C@:11]3([CH2:19][N:20]=2)[CH:16]2[CH2:17][CH2:18][N+:13]([O-:30])([CH2:14][CH2:15]2)[CH2:12]3)=[N:6][CH:7]=1.